Dataset: Drug-target binding data from BindingDB using IC50 measurements. Task: Regression. Given a target protein amino acid sequence and a drug SMILES string, predict the binding affinity score between them. We predict pIC50 (pIC50 = -log10(IC50 in M); higher means more potent). Dataset: bindingdb_ic50. (1) The drug is O=C1Cc2c3cn(Cc4ccccc4)ccc-3[nH+]c2-c2ccccc2N1. The target protein sequence is MKNWPIDEDINIYEEKNHTNNKNYVNNFEMSDQKDEEEYSHSSNRSEDEDEERTIDNEINRSPNKSYKLGNIIGNGSFGVVYEAICIDTSEQVAIKKVLQDPQYKNRELMIMKNLNHINIIYLKDYYYTESFKKNEKNIFLNVVMEYIPQTVHKYMKYYSRNNQALPMFLVKLYSYQLCRALSYIHSKFICHRDLKPQNLLIDPRTHTLKLCDFGSAKNLLAGQRSVSYICSRFYRAPELMLGSTNYTTHIDLWSLGCIIAEMILGYPIFSGQSSVDQLVRIIQVLGTPTEDQLKEMNPNYADIKFPDVKSKDLRKVFPKGTPDEAINLITQFLKYEPLKRLNPIEALADPFFDELRDPCIKLPKYIDKLPELFNFCKEEIQEMSMECRRKIIPKNVYEEFLMVDENDNNIINDTISNDFNESNLDTNNSNNKTHVIIES. The pIC50 is 5.0. (2) The drug is CC(=O)N[C@H]1CS(=O)(=O)[C@@H]2[C@@H](C(=O)O)C[C@@H](NC(=N)N)[C@@H]21. The target protein sequence is MNPNQKIITIGSISIAIGIISLMLQIGNIISIWASHSIQTGSQNNTGICNQRIITYENSTWVNHTYVNINNTNVVAGEDKTSVTLAGNSSLCSISGWAIYTKDNSIRIGSKGDVFVIREPFISCSHLECRTFFLTQGALLNDKHSNGTVKDRSPYRALMSCPLGEAPSPYNSKFESVAWSASACHDGMGWLTIGISGPDNGAVAVLKYNGIITGTIKSWKKQILRTQESECVCMNGSCFTIMTDGPSNKAASYKIFKIEKGKVTKSIELNAPNFHYEECSCYPDTGIVMCVCRDNWHGSNRPWVSFNQNLDYQIGYICSGVFGDNPRPEDGEGSCNPVTVDGANGVKGFSYKYDNGVWIGRTKSNRLRKGFEMIWDPNGWTNTDSDFSVKQDVVAITDWSGYSGSFVQHPELTGLDCIRPCFWVELVRGLPRENTTIWTSGSSISFCGVNSDTANWSWPDGAELPFTIDK. The pIC50 is 2.0. (3) The compound is COc1ccc2c(c1)c1c3c(c4c5ccccc5n(CC(O)CN(C)C)c4c1n2C)CNC3=O. The target protein sequence is MSATIEREFEELDAQCRWQPLYLEIRNESHDYPHRVAKFPENRNRNRYRDVSPYDHSRVKLQSAENDYINASLVDIEEAQRSYILTQGPLPNTCCHFWLMVWQQKTRAVVMLNRTVEKESVKCAQYWPTDDREMVFKETGFSVKLLSEDVKSYYTVHLLQLENINSGETRTISHFHYTTWPDFGVPESPASFLNFLFKVRESGSLNPDHGPAVIHCSAGIGRSGTFSLVDTCLVLMEKGEDVNVKQILLSMRKYRMGLIQTPDQLRFSYMAIIEGAKYTKGDSNIQKRWKELSKEDLSPVCRHSQNRTMTEKYNGKRIGSEDEKLTGLSSKVPDTVEESSESILRKRIREDRKATTAQKVQQMRQRLNETERKRKRWLYWQPILTKMGFVSVILVGALVGWTLLFQLNVLPRLTDT. The pIC50 is 5.0. (4) The compound is O=c1oc2c(Cl)cc(O)c(Cl)c2s1. The target protein (P65456) has sequence MAQEVIKIRGGRTLNGEVNISGAKNSAVAIIPATLLAQGHVKLEGLPQISDVKTLVSLLEDLNIKASLNGTELEVDTTEIQNAALPNNKVESLRASYYMMGAMLGRFKKCVIGLPGGCPLGPRPIDQHIKGFKALGAEIDESSTTSMKIEAKELKGAHIFLDMVSVGATINIMLAAVYATGQTVIENAAKEPEVVDVANFLTSMGANIKGAGTSTIKINGVKELHGSEYQVIPDRIEAGTYMCIAAACGENVILNNIVPKHVETLTAKFSELGVNVDVRDERIRINNNAPYQFVDIKTLVYPGFATDLQQPITPLLFMANGPSFVTDTIYPERFKHVEELKRMGANIEVDEGTATIKPSTLHGAEVYASDLRAGACLIIAGLIAEGVTTIYNVKHIYRGYTDIVEHLKALGADIWTETV. The pIC50 is 6.0. (5) The small molecule is O=C(O)CCNc1cc(N2CCc3ccccc3CC2)nc(-c2ccccn2)n1. The target protein sequence is MEPGCDEFLPPPECPVFEPSWAEFQDPLGYIAKIRPIAEKSGICKIRPPADWQPPFAVEVDNFRFTPRVQRLNELEAQTRVKLNYLDQIAKFWEIQGSSLKIPNVERKILDLYSLSKIVIEEGGYEAICKDRRWARVAQRLHYPPGKNIGSLLRSHYERIIYPYEMFQSGANHVQCNTHPFDNEVKDKEYKPHSIPLRQSVQPSKFSSYSRRAKRLQPDPEPTEEDIEKHPELKKLQIYGPGPKMMGLGLMAKDKDKTVHKKVTCPPTVTVKDEQSGGGNVSSTLLKQHLSLEPCTKTTMQLRKNHSSAQFIDSYICQVCSRGDEDDKLLFCDGCDDNYHIFCLLPPLPEIPRGIWRCPKCILAECKQPPEAFGFEQATQEYSLQSFGEMADSFKSDYFNMPVHMVPTELVEKEFWRLVSSIEEDVTVEYGADIHSKEFGSGFPVSNSKQNLSPEEKEYATSGWNLNVMPVLDQSVLCHINADISGMKVPWLYVGMVFSA.... The pIC50 is 5.8. (6) The small molecule is CC(=O)Nc1ccc(C(=O)Nc2cc(-c3cccs3)ccc2N)cc1. The target protein (Q8WUI4) has sequence MDLRVGQRPPVEPPPEPTLLALQRPQRLHHHLFLAGLQQQRSVEPMRLSMDTPMPELQVGPQEQELRQLLHKDKSKRSAVASSVVKQKLAEVILKKQQAALERTVHPNSPGIPYRTLEPLETEGATRSMLSSFLPPVPSLPSDPPEHFPLRKTVSEPNLKLRYKPKKSLERRKNPLLRKESAPPSLRRRPAETLGDSSPSSSSTPASGCSSPNDSEHGPNPILGSEALLGQRLRLQETSVAPFALPTVSLLPAITLGLPAPARADSDRRTHPTLGPRGPILGSPHTPLFLPHGLEPEAGGTLPSRLQPILLLDPSGSHAPLLTVPGLGPLPFHFAQSLMTTERLSGSGLHWPLSRTRSEPLPPSATAPPPPGPMQPRLEQLKTHVQVIKRSAKPSEKPRLRQIPSAEDLETDGGGPGQVVDDGLEHRELGHGQPEARGPAPLQQHPQVLLWEQQRLAGRLPRGSTGDTVLLPLAQGGHRPLSRAQSSPAAPASLSAPEPA.... The pIC50 is 5.0. (7) The small molecule is CC(C)(C)OC(=O)N1CC2CCC(C1)N2c1ncc(OCc2ccc(S(C)(=O)=O)cc2)cn1. The target protein (Q7TQP3) has sequence MESSFSFGVILAVLTILIIAVNALVVVAMLLSIYKNDGVGLCFTLNLAVADTLIGVAISGLVTDQLSSSAQHTQKTLCSLRMAFVTSSAAASVLTVMLIAFDRYLAIKQPLRYFQIMNGLVAGACIAGLWLVSYLIGFLPLGVSIFQQTTYHGPCSFFAVFHPRFVLTLSCAGFFPAVLLFVFFYCDMLKIASVHSQQIRKMEHAGAMAGAYRPPRSVNDFKAVRTIAVLIGSFTLSWSPFLITSIVQVACHKCCLYQVLEKYLWLLGVGNSLLNPLIYAYWQREVRQQLYHMALGVKKFFTSILLLLPARNRGPERTRESAYHIVTISHPELDG. The pIC50 is 7.1.